This data is from Catalyst prediction with 721,799 reactions and 888 catalyst types from USPTO. The task is: Predict which catalyst facilitates the given reaction. (1) Reactant: [Cl:1][C:2]1[CH:3]=[C:4]([NH:17][C:18]2[CH:36]=[CH:35][CH:34]=[CH:33][C:19]=2[CH2:20][NH:21][C:22](=[O:32])[CH2:23][P:24](=[O:31])([O:28]CC)[O:25]CC)[CH:5]=[CH:6][C:7]=1[C:8]([C:10]1[CH:15]=[CH:14][CH:13]=[CH:12][C:11]=1[CH3:16])=[O:9].C[Si](Br)(C)C. Product: [Cl:1][C:2]1[CH:3]=[C:4]([NH:17][C:18]2[CH:36]=[CH:35][CH:34]=[CH:33][C:19]=2[CH2:20][NH:21][C:22](=[O:32])[CH2:23][P:24](=[O:25])([OH:28])[OH:31])[CH:5]=[CH:6][C:7]=1[C:8]([C:10]1[CH:15]=[CH:14][CH:13]=[CH:12][C:11]=1[CH3:16])=[O:9]. The catalyst class is: 2. (2) Reactant: [NH2:1][CH2:2][C:3]([OH:5])=[O:4].[C:6]1(=O)[CH2:11][CH2:10][CH2:9][C:8](=[O:12])[CH2:7]1. Product: [O:12]=[C:8]1[CH2:9][CH2:10][CH2:11][C:6]([NH:1][CH2:2][C:3]([OH:5])=[O:4])=[CH:7]1. The catalyst class is: 5. (3) Reactant: C([O:3][C:4]([C:6]1[S:10][C:9]([NH:11][C:12](=[O:14])[CH3:13])=[N:8][C:7]=1[C:15]1[CH:20]=[CH:19][CH:18]=[CH:17][CH:16]=1)=[O:5])C.[OH-].[Na+].[Li+].[OH-].Cl. Product: [C:12]([NH:11][C:9]1[S:10][C:6]([C:4]([OH:5])=[O:3])=[C:7]([C:15]2[CH:20]=[CH:19][CH:18]=[CH:17][CH:16]=2)[N:8]=1)(=[O:14])[CH3:13]. The catalyst class is: 6. (4) Reactant: [Cl-].C(O[C:5]([CH:7]([NH3+:23])[CH:8]([C:17]1[CH:22]=[CH:21][CH:20]=[CH:19][CH:18]=1)/[CH:9]=[CH:10]/[C:11]1[CH:16]=[CH:15][CH:14]=[CH:13][CH:12]=1)=[O:6])C.[CH2:24]([N:26](CC)CC)C.[CH3:31][N:32]1[CH:36]=[C:35]([C:37](Cl)=[O:38])[C:34]([C:40]([F:43])([F:42])[F:41])=[N:33]1.CN. Product: [CH3:24][NH:26][C:5]([CH:7]([NH:23][C:37]([C:35]1[C:34]([C:40]([F:43])([F:42])[F:41])=[N:33][N:32]([CH3:31])[CH:36]=1)=[O:38])[CH:8]([C:17]1[CH:18]=[CH:19][CH:20]=[CH:21][CH:22]=1)/[CH:9]=[CH:10]/[C:11]1[CH:12]=[CH:13][CH:14]=[CH:15][CH:16]=1)=[O:6]. The catalyst class is: 61. (5) Reactant: [Cl:1][C:2]1[C:3]([O:12][C:13]2[CH:18]=[C:17]([O:19][CH2:20][CH2:21][O:22][CH3:23])[CH:16]=[CH:15][C:14]=2[CH2:24][CH2:25][CH2:26][NH2:27])=[N:4][CH:5]=[C:6]([C:8]([F:11])([F:10])[F:9])[CH:7]=1.N1C=CC=CC=1.[Cl:34][C:35]1[CH:36]=[C:37]([S:41](Cl)(=[O:43])=[O:42])[CH:38]=[CH:39][CH:40]=1.Cl. Product: [Cl:34][C:35]1[CH:36]=[C:37]([S:41]([NH:27][CH2:26][CH2:25][CH2:24][C:14]2[CH:15]=[CH:16][C:17]([O:19][CH2:20][CH2:21][O:22][CH3:23])=[CH:18][C:13]=2[O:12][C:3]2[C:2]([Cl:1])=[CH:7][C:6]([C:8]([F:9])([F:11])[F:10])=[CH:5][N:4]=2)(=[O:43])=[O:42])[CH:38]=[CH:39][CH:40]=1. The catalyst class is: 13.